From a dataset of Full USPTO retrosynthesis dataset with 1.9M reactions from patents (1976-2016). Predict the reactants needed to synthesize the given product. (1) Given the product [Br-:20].[C:33]1([C:30]2[O:29][C:28]([C:25]3[CH:24]=[CH:23][C:22]([CH2:21][N:17]4[CH:18]=[CH:19][N+:15]([CH2:1][CH2:2][CH2:3][CH2:4][CH2:5][CH2:6][CH2:7][CH2:8][CH2:9][CH2:10][CH2:11][CH2:12][CH2:13][CH3:14])=[CH:16]4)=[CH:27][CH:26]=3)=[N:32][CH:31]=2)[CH:38]=[CH:37][CH:36]=[CH:35][CH:34]=1, predict the reactants needed to synthesize it. The reactants are: [CH2:1]([N:15]1[CH:19]=[CH:18][N:17]=[CH:16]1)[CH2:2][CH2:3][CH2:4][CH2:5][CH2:6][CH2:7][CH2:8][CH2:9][CH2:10][CH2:11][CH2:12][CH2:13][CH3:14].[Br:20][CH2:21][C:22]1[CH:27]=[CH:26][C:25]([C:28]2[O:29][C:30]([C:33]3[CH:38]=[CH:37][CH:36]=[CH:35][CH:34]=3)=[CH:31][N:32]=2)=[CH:24][CH:23]=1. (2) Given the product [Br:22][C:20]1[N:21]=[C:17]([O:15][CH:12]2[CH2:11][CH2:10][N:9]([C:7]3[O:6][N:5]=[C:4]([CH:1]([CH3:3])[CH3:2])[N:8]=3)[CH2:14][CH2:13]2)[S:18][CH:19]=1, predict the reactants needed to synthesize it. The reactants are: [CH:1]([C:4]1[N:8]=[C:7]([N:9]2[CH2:14][CH2:13][CH:12]([OH:15])[CH2:11][CH2:10]2)[O:6][N:5]=1)([CH3:3])[CH3:2].Br[C:17]1[S:18][CH:19]=[C:20]([Br:22])[N:21]=1.